From a dataset of Catalyst prediction with 721,799 reactions and 888 catalyst types from USPTO. Predict which catalyst facilitates the given reaction. (1) Product: [CH2:1]([O:2][C:3]([C:5]1[NH:6][CH:7]=[C:8]([C:10]([N:17]2[CH2:18][CH2:19][CH2:20][O:14][CH2:15][CH2:16]2)=[O:12])[CH:9]=1)=[O:4])[CH3:21]. Reactant: [CH3:1][O:2][C:3]([C:5]1[NH:6][CH:7]=[C:8]([C:10]([OH:12])=O)[CH:9]=1)=[O:4].Cl.[O:14]1[CH2:20][CH2:19][CH2:18][NH:17][CH2:16][CH2:15]1.[CH2:21]1CN([P+](Br)(N2CCCC2)N2CCCC2)CC1.F[P-](F)(F)(F)(F)F.CCN(C(C)C)C(C)C. The catalyst class is: 2. (2) Reactant: [Cl:1][C:2]1[CH:3]=[C:4]2[C:8](=[CH:9][CH:10]=1)[NH:7][CH:6]=[C:5]2[CH2:11][CH2:12][NH:13][C:14](=[O:22])[C:15]1[CH:20]=[CH:19][CH:18]=[CH:17][C:16]=1I.[OH:23][C:24]1[CH:29]=[CH:28][C:27](B(O)O)=[CH:26][CH:25]=1.C(=O)([O-])[O-].[Na+].[Na+]. Product: [Cl:1][C:2]1[CH:3]=[C:4]2[C:8](=[CH:9][CH:10]=1)[NH:7][CH:6]=[C:5]2[CH2:11][CH2:12][NH:13][C:14]([C:15]1[C:16]([C:27]2[CH:28]=[CH:29][C:24]([OH:23])=[CH:25][CH:26]=2)=[CH:17][CH:18]=[CH:19][CH:20]=1)=[O:22]. The catalyst class is: 437. (3) Reactant: C(N(CC)CC)C.[CH3:8][O:9][CH:10]([O:27][CH3:28])[C:11]1[C:16]([O:17][CH2:18][O:19][CH3:20])=[C:15]([C:21]([F:24])([F:23])[F:22])[CH:14]=[CH:13][C:12]=1[CH2:25][OH:26].[CH3:29][S:30](Cl)(=[O:32])=[O:31]. Product: [CH3:29][S:30]([O:26][CH2:25][C:12]1[CH:13]=[CH:14][C:15]([C:21]([F:22])([F:23])[F:24])=[C:16]([O:17][CH2:18][O:19][CH3:20])[C:11]=1[CH:10]([O:9][CH3:8])[O:27][CH3:28])(=[O:32])=[O:31]. The catalyst class is: 13. (4) Reactant: F[C:2]1[C:7]([O:8][C:9](=[O:14])[C:10]([CH3:13])([CH3:12])[CH3:11])=[CH:6][N:5]=[C:4]2[NH:15][CH:16]=[C:17]([N+:18]([O-:20])=[O:19])[C:3]=12.[C:21]([O:25][C:26](=[O:34])[NH:27][C@@H:28]1[CH2:33][CH2:32][CH2:31][NH:30][CH2:29]1)([CH3:24])([CH3:23])[CH3:22].CCN(C(C)C)C(C)C. Product: [C:21]([O:25][C:26]([NH:27][C@@H:28]1[CH2:33][CH2:32][CH2:31][N:30]([C:2]2[C:7]([O:8][C:9](=[O:14])[C:10]([CH3:13])([CH3:12])[CH3:11])=[CH:6][N:5]=[C:4]3[NH:15][CH:16]=[C:17]([N+:18]([O-:20])=[O:19])[C:3]=23)[CH2:29]1)=[O:34])([CH3:24])([CH3:22])[CH3:23]. The catalyst class is: 51. (5) Reactant: C(OC([N:8]1[CH2:14][CH2:13][CH2:12][N:11]([C:15]([C:17]2[C:25]3[C:20](=[CH:21][CH:22]=[C:23]([Br:26])[CH:24]=3)[N:19]([S:27]([C:30]3[C:39]4[C:34](=[CH:35][CH:36]=[CH:37][CH:38]=4)[C:33]([O:40][CH3:41])=[CH:32][CH:31]=3)(=[O:29])=[O:28])[CH:18]=2)=[O:16])[CH2:10][CH2:9]1)=O)(C)(C)C.[F:42][C:43]([F:48])([F:47])[C:44]([OH:46])=[O:45]. Product: [F:42][C:43]([F:48])([F:47])[C:44]([OH:46])=[O:45].[Br:26][C:23]1[CH:24]=[C:25]2[C:20](=[CH:21][CH:22]=1)[N:19]([S:27]([C:30]1[C:39]3[C:34](=[CH:35][CH:36]=[CH:37][CH:38]=3)[C:33]([O:40][CH3:41])=[CH:32][CH:31]=1)(=[O:29])=[O:28])[CH:18]=[C:17]2[C:15]([N:11]1[CH2:12][CH2:13][CH2:14][NH:8][CH2:9][CH2:10]1)=[O:16]. The catalyst class is: 4. (6) Reactant: [F:1][C:2]1[CH:7]=[CH:6][C:5](B(O)O)=[C:4]([CH3:11])[CH:3]=1.Cl[C:13]1[C:22]([N:23]([CH3:27])[CH:24]([CH3:26])[CH3:25])=[N:21][C:20]2[C:15](=[CH:16][CH:17]=[C:18]([C:28]([O:30][CH3:31])=[O:29])[CH:19]=2)[N:14]=1.[O-]P([O-])([O-])=O.[K+].[K+].[K+]. Product: [F:1][C:2]1[CH:7]=[CH:6][C:5]([C:13]2[C:22]([N:23]([CH:24]([CH3:26])[CH3:25])[CH3:27])=[N:21][C:20]3[C:15](=[CH:16][CH:17]=[C:18]([C:28]([O:30][CH3:31])=[O:29])[CH:19]=3)[N:14]=2)=[C:4]([CH3:11])[CH:3]=1. The catalyst class is: 70. (7) Reactant: [Cl:1][C:2]1[C:3]2[CH2:10][C:9](=[O:11])[NH:8][C:4]=2[N:5]=[CH:6][N:7]=1.[S:12]1[CH:16]=[CH:15][N:14]=[C:13]1[CH:17]=O.N1CCCC1. Product: [Cl:1][C:2]1[C:3]2[C:10](=[CH:17][C:13]3[S:12][CH:16]=[CH:15][N:14]=3)[C:9](=[O:11])[NH:8][C:4]=2[N:5]=[CH:6][N:7]=1. The catalyst class is: 5. (8) Reactant: [Br:1][C:2]1[CH:7]=[CH:6][C:5]([NH:8][C:9](=O)OC(C)(C)C)=[CH:4][CH:3]=1.[H-].[Al+3].[Li+].[H-].[H-].[H-]. Product: [Br:1][C:2]1[CH:7]=[CH:6][C:5]([NH:8][CH3:9])=[CH:4][CH:3]=1. The catalyst class is: 1. (9) Product: [N:13]1[CH:14]=[CH:15][N:16]=[CH:17][C:12]=1[CH:19]([CH3:20])[C:18]([O:22][C:23]([CH3:26])([CH3:25])[CH3:24])=[O:21]. Reactant: C[Si]([N-][Si](C)(C)C)(C)C.[Na+].Cl[C:12]1[CH:17]=[N:16][CH:15]=[CH:14][N:13]=1.[C:18]([O:22][C:23]([CH3:26])([CH3:25])[CH3:24])(=[O:21])[CH2:19][CH3:20]. The catalyst class is: 11.